From a dataset of Peptide-MHC class II binding affinity with 134,281 pairs from IEDB. Regression. Given a peptide amino acid sequence and an MHC pseudo amino acid sequence, predict their binding affinity value. This is MHC class II binding data. (1) The peptide sequence is NPRDAKACVVHGSDLK. The MHC is HLA-DQA10101-DQB10501 with pseudo-sequence HLA-DQA10101-DQB10501. The binding affinity (normalized) is 0.157. (2) The peptide sequence is AFLLLGLAGNSSPSA. The MHC is HLA-DQA10301-DQB10302 with pseudo-sequence HLA-DQA10301-DQB10302. The binding affinity (normalized) is 0.138. (3) The peptide sequence is YDKFLANVSTKLTGK. The MHC is DRB1_0405 with pseudo-sequence DRB1_0405. The binding affinity (normalized) is 0.440. (4) The peptide sequence is SLKLYRDSLGEAVMR. The MHC is DRB1_0405 with pseudo-sequence DRB1_0405. The binding affinity (normalized) is 0.196. (5) The peptide sequence is AFKVAATAQNAAPAN. The MHC is DRB1_0401 with pseudo-sequence DRB1_0401. The binding affinity (normalized) is 1.00.